This data is from Forward reaction prediction with 1.9M reactions from USPTO patents (1976-2016). The task is: Predict the product of the given reaction. (1) Given the reactants C([O:3][C:4]([C:6]1[NH:7][C:8]([CH:19]=O)=[C:9]([CH2:12][CH2:13][C:14]([O:16]CC)=[O:15])[C:10]=1[CH3:11])=[O:5])C.[CH2:21]([O:23][C:24]1[CH:25]=[C:26]([C:30]2[CH:38]=[C:37]3[C:33]([CH2:34][C:35](=[O:39])[NH:36]3)=[CH:32][CH:31]=2)[CH:27]=[CH:28][CH:29]=1)[CH3:22], predict the reaction product. The product is: [C:14]([CH2:13][CH2:12][C:9]1[C:10]([CH3:11])=[C:6]([C:4]([OH:3])=[O:5])[NH:7][C:8]=1[CH:19]=[C:34]1[C:33]2[C:37](=[CH:38][C:30]([C:26]3[CH:27]=[CH:28][CH:29]=[C:24]([O:23][CH2:21][CH3:22])[CH:25]=3)=[CH:31][CH:32]=2)[NH:36][C:35]1=[O:39])([OH:16])=[O:15]. (2) Given the reactants C([N:8]1[CH2:14][CH:13]2[C:15]([CH3:17])([OH:16])[CH:10]([CH2:11][CH2:12]2)[CH2:9]1)C1C=CC=CC=1.N#N, predict the reaction product. The product is: [CH3:17][C:15]1([OH:16])[CH:13]2[CH2:12][CH2:11][CH:10]1[CH2:9][NH:8][CH2:14]2. (3) Given the reactants [CH:1]([C:4]1[N:5]=[C:6]([C:9]2[CH:18]=[C:17]([O:19][CH2:20][CH2:21][C@@H:22]3[NH:36][C:35](=[O:37])[N:34]([CH3:38])[CH2:33][CH2:32][CH2:31][CH2:30][CH:29]=[CH:28][C@H:27]4[C@@:25]([C:39]([O:41]CC)=[O:40])([CH2:26]4)[NH:24][C:23]3=[O:44])[C:16]3[C:11](=[CH:12][C:13]([O:45][CH3:46])=[CH:14][CH:15]=3)[N:10]=2)[S:7][CH:8]=1)([CH3:3])[CH3:2].C(C1N=C(C2C=C(OCC[C@@H]3NC(=O)N(C)CCCCC=C[C@H]4[C@@](C(O)=O)(C4)NC3=O)C3C(=C(C)C(OC)=CC=3)N=2)SC=1)(C)C, predict the reaction product. The product is: [CH:1]([C:4]1[N:5]=[C:6]([C:9]2[CH:18]=[C:17]([O:19][CH2:20][CH2:21][C@@H:22]3[NH:36][C:35](=[O:37])[N:34]([CH3:38])[CH2:33][CH2:32][CH2:31][CH2:30][CH:29]=[CH:28][C@H:27]4[C@@:25]([C:39]([OH:41])=[O:40])([CH2:26]4)[NH:24][C:23]3=[O:44])[C:16]3[C:11](=[CH:12][C:13]([O:45][CH3:46])=[CH:14][CH:15]=3)[N:10]=2)[S:7][CH:8]=1)([CH3:3])[CH3:2]. (4) Given the reactants [CH3:1][O:2][C@@H:3]1[C@@H:7]([O:8][N+:9]([O-:11])=[O:10])[CH2:6][C@H:5]([C:12]([O:14]C)=[O:13])[CH2:4]1.[OH-].[K+].Cl, predict the reaction product. The product is: [CH3:1][O:2][C@@H:3]1[C@@H:7]([O:8][N+:9]([O-:11])=[O:10])[CH2:6][C@H:5]([C:12]([OH:14])=[O:13])[CH2:4]1. (5) Given the reactants [H-].[Na+].[O:3]=[C:4]1[CH2:12][C:11]2[C:6](=[CH:7][CH:8]=[C:9]([C:13]([O:15][CH3:16])=[O:14])[CH:10]=2)[NH:5]1.Cl[C:18]1[C:27]2[C:22](=[CH:23][C:24]([O:28][CH2:29][CH2:30][O:31][CH3:32])=[CH:25][CH:26]=2)[N:21]=[CH:20][N:19]=1, predict the reaction product. The product is: [OH:3][C:4]1[NH:5][C:6]2[C:11]([C:12]=1[C:18]1[C:27]3[C:22](=[CH:23][C:24]([O:28][CH2:29][CH2:30][O:31][CH3:32])=[CH:25][CH:26]=3)[N:21]=[CH:20][N:19]=1)=[CH:10][C:9]([C:13]([O:15][CH3:16])=[O:14])=[CH:8][CH:7]=2.